Dataset: Forward reaction prediction with 1.9M reactions from USPTO patents (1976-2016). Task: Predict the product of the given reaction. Given the reactants [C:1]([O:5][C:6]([NH:8][C:9]1[N:10]=[CH:11][C:12]2[CH:13]=[CH:14][CH:15]=[C:16]([C:19](OC)=[O:20])[C:17]=2[CH:18]=1)=[O:7])([CH3:4])([CH3:3])[CH3:2].CC(C[AlH]CC(C)C)C.[C@H](O)(C([O-])=O)[C@@H](O)C([O-])=O.[Na+].[K+], predict the reaction product. The product is: [OH:20][CH2:19][C:16]1[CH:15]=[CH:14][CH:13]=[C:12]2[C:17]=1[CH:18]=[C:9]([NH:8][C:6](=[O:7])[O:5][C:1]([CH3:3])([CH3:2])[CH3:4])[N:10]=[CH:11]2.